Dataset: Reaction yield outcomes from USPTO patents with 853,638 reactions. Task: Predict the reaction yield, written as a fraction of the theoretical maximum amount of product (1.0 means a 100% yield; for example, 0.34 means a 34% yield). The reactants are [CH3:1][O:2][C:3]([C:5]1[NH:6][C:7]2[C:12]([C:13](=[O:15])[CH:14]=1)=[CH:11][C:10]([F:16])=[CH:9][C:8]=2[Br:17])=[O:4].[C:18]([O-])([O-])=O.[K+].[K+].CI.O. The catalyst is CS(C)=O. The product is [CH3:1][O:2][C:3]([C:5]1[CH:14]=[C:13]([O:15][CH3:18])[C:12]2[C:7](=[C:8]([Br:17])[CH:9]=[C:10]([F:16])[CH:11]=2)[N:6]=1)=[O:4]. The yield is 0.930.